Dataset: TCR-epitope binding with 47,182 pairs between 192 epitopes and 23,139 TCRs. Task: Binary Classification. Given a T-cell receptor sequence (or CDR3 region) and an epitope sequence, predict whether binding occurs between them. The epitope is NEGVKAAW. The TCR CDR3 sequence is CASSIFGELFF. Result: 1 (the TCR binds to the epitope).